This data is from Reaction yield outcomes from USPTO patents with 853,638 reactions. The task is: Predict the reaction yield, written as a fraction of the theoretical maximum amount of product (1.0 means a 100% yield; for example, 0.34 means a 34% yield). The yield is 0.206. The product is [C:8]1([C@H:14]2[CH2:19][CH2:18][CH2:17][CH2:16][C@H:15]2[N:20]2[CH2:25][CH2:24][CH:23]([NH:26][C:2]3[CH:3]=[N:4][CH:5]=[N:6][CH:7]=3)[CH2:22][CH2:21]2)[CH:9]=[CH:10][CH:11]=[CH:12][CH:13]=1. The catalyst is C1(C)C=CC=CC=1.C(OCC)(=O)C.C(OCC)C. The reactants are Br[C:2]1[CH:3]=[N:4][CH:5]=[N:6][CH:7]=1.[C:8]1([C@H:14]2[CH2:19][CH2:18][CH2:17][CH2:16][C@H:15]2[N:20]2[CH2:25][CH2:24][CH:23]([NH2:26])[CH2:22][CH2:21]2)[CH:13]=[CH:12][CH:11]=[CH:10][CH:9]=1.C1(P(C2C=CC=CC=2)C2C=CC3C(=CC=CC=3)C=2C2C3C(=CC=CC=3)C=CC=2P(C2C=CC=CC=2)C2C=CC=CC=2)C=CC=CC=1.CC(C)([O-])C.[Na+].